Dataset: Peptide-MHC class II binding affinity with 134,281 pairs from IEDB. Task: Regression. Given a peptide amino acid sequence and an MHC pseudo amino acid sequence, predict their binding affinity value. This is MHC class II binding data. (1) The peptide sequence is VLAKSPDTTCSEIEE. The MHC is DRB3_0101 with pseudo-sequence DRB3_0101. The binding affinity (normalized) is 0.248. (2) The peptide sequence is GEKQIVDKIDAAFKI. The MHC is DRB1_0404 with pseudo-sequence DRB1_0404. The binding affinity (normalized) is 0.390. (3) The peptide sequence is RFKYLLNVSYLCHLV. The MHC is DRB5_0101 with pseudo-sequence DRB5_0101. The binding affinity (normalized) is 0.743. (4) The MHC is HLA-DQA10102-DQB10502 with pseudo-sequence HLA-DQA10102-DQB10502. The peptide sequence is GADATAAAAFEQFLA. The binding affinity (normalized) is 0.382. (5) The peptide sequence is FAEIMKICSTIEELR. The MHC is DRB1_0301 with pseudo-sequence DRB1_0301. The binding affinity (normalized) is 0.508. (6) The peptide sequence is VQLIAAVPGKNVVNV. The MHC is DRB1_0901 with pseudo-sequence DRB1_0901. The binding affinity (normalized) is 0.714. (7) The peptide sequence is EPIAAYHFDLSGKAF. The MHC is DRB3_0101 with pseudo-sequence DRB3_0101. The binding affinity (normalized) is 0.970.